From a dataset of Full USPTO retrosynthesis dataset with 1.9M reactions from patents (1976-2016). Predict the reactants needed to synthesize the given product. (1) The reactants are: [CH2:1]([O:3][C:4](=[O:25])[CH2:5][CH:6]1[O:10][B:9]([OH:11])[C:8]2[CH:12]=[C:13]([O:18]C3CCCCO3)[CH:14]=[C:15]([O:16][CH3:17])[C:7]1=2)[CH3:2].Cl. Given the product [CH2:1]([O:3][C:4](=[O:25])[CH2:5][CH:6]1[O:10][B:9]([OH:11])[C:8]2[CH:12]=[C:13]([OH:18])[CH:14]=[C:15]([O:16][CH3:17])[C:7]1=2)[CH3:2], predict the reactants needed to synthesize it. (2) Given the product [Cl:14][C:11]1[CH:12]=[CH:13][C:8]([C:7]2[CH:6]=[CH:5][N:4]3[C:15](=[O:18])[N:16]([CH2:20][C:21]4[C:22]([CH3:32])=[N+:23]([O-:31])[C:24]([C:27]([F:30])([F:29])[F:28])=[CH:25][CH:26]=4)[N:17]=[C:3]3[C:2]=2[C:7]2[CH:6]=[CH:5][N:4]=[CH:3][CH:2]=2)=[CH:9][CH:10]=1, predict the reactants needed to synthesize it. The reactants are: Br[C:2]1[C:3]2[N:4]([C:15](=[O:18])[NH:16][N:17]=2)[CH:5]=[CH:6][C:7]=1[C:8]1[CH:13]=[CH:12][C:11]([Cl:14])=[CH:10][CH:9]=1.Br[CH2:20][C:21]1[C:22]([CH3:32])=[N+:23]([O-:31])[C:24]([C:27]([F:30])([F:29])[F:28])=[CH:25][CH:26]=1.C(=O)([O-])[O-].[K+].[K+]. (3) Given the product [CH:1]1([NH:7][C:8]2[C:13]([NH2:14])=[CH:12][N:11]=[C:10]3[NH:17][CH:18]=[CH:19][C:9]=23)[CH2:2][CH2:3][CH2:4][CH2:5][CH2:6]1, predict the reactants needed to synthesize it. The reactants are: [CH:1]1([NH:7][C:8]2[C:9]3[CH:19]=[CH:18][NH:17][C:10]=3[N:11]=[CH:12][C:13]=2[N+:14]([O-])=O)[CH2:6][CH2:5][CH2:4][CH2:3][CH2:2]1.O.O.[Sn](Cl)Cl. (4) Given the product [F:14][C:9]1([F:15])[CH2:8][NH:7][C:6]2[N:16]=[C:2]([NH:17][C:18]3[CH:33]=[CH:32][C:21]([C:22]([NH:24][CH:25]4[CH2:26][CH2:27][N:28]([CH3:31])[CH2:29][CH2:30]4)=[O:23])=[CH:20][C:19]=3[O:34][CH3:35])[N:3]=[CH:4][C:5]=2[N:11]([CH3:12])[C:10]1=[O:13], predict the reactants needed to synthesize it. The reactants are: Cl[C:2]1[N:3]=[CH:4][C:5]2[N:11]([CH3:12])[C:10](=[O:13])[C:9]([F:15])([F:14])[CH2:8][NH:7][C:6]=2[N:16]=1.[NH2:17][C:18]1[CH:33]=[CH:32][C:21]([C:22]([NH:24][CH:25]2[CH2:30][CH2:29][N:28]([CH3:31])[CH2:27][CH2:26]2)=[O:23])=[CH:20][C:19]=1[O:34][CH3:35].O.C1(C)C=CC(S(O)(=O)=O)=CC=1.C(=O)([O-])[O-].[Na+].[Na+]. (5) Given the product [O:29]1[CH2:28][C@@H:27]1[CH2:26][O:21][C:18]1[CH:19]=[CH:20][C:15]([N:12]2[CH2:11][CH2:10][CH:9]([O:8][C:7]3[CH:22]=[CH:23][C:4]([O:3][C:2]([F:1])([F:24])[F:25])=[CH:5][CH:6]=3)[CH2:14][CH2:13]2)=[CH:16][CH:17]=1, predict the reactants needed to synthesize it. The reactants are: [F:1][C:2]([F:25])([F:24])[O:3][C:4]1[CH:23]=[CH:22][C:7]([O:8][CH:9]2[CH2:14][CH2:13][N:12]([C:15]3[CH:20]=[CH:19][C:18]([OH:21])=[CH:17][CH:16]=3)[CH2:11][CH2:10]2)=[CH:6][CH:5]=1.[CH2:26](OS(C1C=CC([N+]([O-])=O)=CC=1)(=O)=O)[C@@H:27]1[O:29][CH2:28]1. (6) Given the product [CH2:14]([C:8]1([CH2:22][CH:21]=[CH2:20])[C:7](=[O:10])[N:6]2[C:2]([CH3:11])([CH3:1])[O:3][CH2:4][C@H:5]2[CH2:9]1)[CH:12]=[CH2:13], predict the reactants needed to synthesize it. The reactants are: [CH3:1][C:2]1([CH3:11])[N:6]2[C:7](=[O:10])[CH2:8][CH2:9][C@@H:5]2[CH2:4][O:3]1.[CH:12]([N-]C(C)C)([CH3:14])[CH3:13].[Li+].[CH2:20](Br)[CH:21]=[CH2:22]. (7) Given the product [NH2:1][CH2:4][C:5]1[N:6]=[C:7]([NH:10][C:11]([NH:13][C:14]2[CH:19]=[CH:18][C:17]([CH3:20])=[CH:16][C:15]=2[C:21]([CH:23]2[CH2:27][CH2:26][CH2:25][CH2:24]2)=[O:22])=[O:12])[S:8][CH:9]=1, predict the reactants needed to synthesize it. The reactants are: [N:1]([CH2:4][C:5]1[N:6]=[C:7]([NH:10][C:11]([NH:13][C:14]2[CH:19]=[CH:18][C:17]([CH3:20])=[CH:16][C:15]=2[C:21]([CH:23]2[CH2:27][CH2:26][CH2:25][CH2:24]2)=[O:22])=[O:12])[S:8][CH:9]=1)=[N+]=[N-]. (8) Given the product [CH3:1][O:2][C:3]1[CH:8]=[CH:7][C:6]([C:13]2[CH:14]=[CH:15][C:16]([C:19](=[O:26])[CH2:20][CH2:21][C:22]([O:24][CH3:25])=[O:23])=[CH:17][CH:18]=2)=[CH:5][CH:4]=1, predict the reactants needed to synthesize it. The reactants are: [CH3:1][O:2][C:3]1[CH:8]=[CH:7][C:6](B(O)O)=[CH:5][CH:4]=1.Br[C:13]1[CH:18]=[CH:17][C:16]([C:19](=[O:26])[CH2:20][CH2:21][C:22]([O:24][CH3:25])=[O:23])=[CH:15][CH:14]=1.C(=O)([O-])[O-].[Na+].[Na+].